Dataset: Catalyst prediction with 721,799 reactions and 888 catalyst types from USPTO. Task: Predict which catalyst facilitates the given reaction. (1) Reactant: I[C:2]1[CH:7]=[CH:6][N:5]=[C:4]([NH2:8])[CH:3]=1.[NH:9]1[CH:13]=[CH:12][CH:11]=[N:10]1.[ClH:14].O1CCOCC1. Product: [ClH:14].[N:9]1([C:2]2[CH:7]=[CH:6][N:5]=[C:4]([NH2:8])[CH:3]=2)[CH:13]=[CH:12][CH:11]=[N:10]1. The catalyst class is: 621. (2) Reactant: [H-].[Na+].[CH3:3][O:4][C:5](=[O:17])[CH2:6][C:7]1[CH:16]=[CH:15][C:10]([C:11]([O:13][CH3:14])=[O:12])=[CH:9][CH:8]=1.[CH2:18](Br)[C:19]#[CH:20].C(O)(=O)C. Product: [CH3:3][O:4][C:5](=[O:17])[CH:6]([CH2:20][C:19]#[CH:18])[C:7]1[CH:16]=[CH:15][C:10]([C:11]([O:13][CH3:14])=[O:12])=[CH:9][CH:8]=1. The catalyst class is: 20. (3) Reactant: [Br:1][C:2]1[C:7]2[S:8][C:9]([C:12]([N:14]3[CH2:19][CH2:18][O:17][CH2:16][CH2:15]3)=[O:13])=[C:10]([Cl:11])[C:6]=2[CH:5]=[C:4]([O:20][CH3:21])[C:3]=1[OH:22].[CH:23](N(C(C)C)CC)(C)C.O. Product: [Br:1][C:2]1[C:7]2[S:8][C:9]([C:12]([N:14]3[CH2:15][CH2:16][O:17][CH2:18][CH2:19]3)=[O:13])=[C:10]([Cl:11])[C:6]=2[CH:5]=[C:4]([O:20][CH3:21])[C:3]=1[O:22][CH3:23]. The catalyst class is: 60. (4) Reactant: B(F)(F)F.CCOCC.[CH2:10]([O:17][CH2:18][C@@H:19]1[O:27][CH2:26][C:22]2=[N:23][O:24][CH2:25][C@@H:21]2[CH2:20]1)[C:11]1[CH:16]=[CH:15][CH:14]=[CH:13][CH:12]=1.C(OC(C)C)(C)C.[F:35][C:36]1[CH:41]=[C:40]([F:42])[CH:39]=[CH:38][C:37]=1I.C([Li])CCC. Product: [CH2:10]([O:17][CH2:18][C@@H:19]1[O:27][CH2:26][C@:22]2([C:39]3[CH:38]=[CH:37][C:36]([F:35])=[CH:41][C:40]=3[F:42])[NH:23][O:24][CH2:25][C@@H:21]2[CH2:20]1)[C:11]1[CH:16]=[CH:15][CH:14]=[CH:13][CH:12]=1. The catalyst class is: 11.